This data is from NCI-60 drug combinations with 297,098 pairs across 59 cell lines. The task is: Regression. Given two drug SMILES strings and cell line genomic features, predict the synergy score measuring deviation from expected non-interaction effect. Drug 1: CNC(=O)C1=NC=CC(=C1)OC2=CC=C(C=C2)NC(=O)NC3=CC(=C(C=C3)Cl)C(F)(F)F. Drug 2: C1=NC2=C(N1)C(=S)N=CN2. Cell line: COLO 205. Synergy scores: CSS=34.9, Synergy_ZIP=-9.60, Synergy_Bliss=-2.14, Synergy_Loewe=-11.4, Synergy_HSA=-1.55.